From a dataset of Forward reaction prediction with 1.9M reactions from USPTO patents (1976-2016). Predict the product of the given reaction. (1) Given the reactants [CH3:1][O:2][C:3](=[O:20])[C:4]1[CH:9]=[CH:8][C:7]([CH:10]([C:17]([OH:19])=O)[CH2:11][CH:12]2[CH2:16][CH2:15][CH2:14][CH2:13]2)=[CH:6][CH:5]=1.C(Cl)(=O)C(Cl)=O.[NH2:27][C:28]1[S:29][CH:30]=[CH:31][N:32]=1.C(N(CC)C(C)C)(C)C, predict the reaction product. The product is: [CH3:1][O:2][C:3](=[O:20])[C:4]1[CH:5]=[CH:6][C:7]([CH:10]([C:17](=[O:19])[NH:27][C:28]2[S:29][CH:30]=[CH:31][N:32]=2)[CH2:11][CH:12]2[CH2:13][CH2:14][CH2:15][CH2:16]2)=[CH:8][CH:9]=1. (2) Given the reactants Br[C:2]1[CH:9]=[CH:8][CH:7]=[CH:6][C:3]=1[C:4]#[N:5].[F:10][C:11]1[CH:16]=[CH:15][CH:14]=[CH:13][C:12]=1B(O)O.[F-].[K+].C(P(C(C)(C)C)C(C)(C)C)(C)(C)C, predict the reaction product. The product is: [F:10][C:11]1[CH:16]=[CH:15][CH:14]=[CH:13][C:12]=1[C:2]1[C:3]([C:4]#[N:5])=[CH:6][CH:7]=[CH:8][CH:9]=1. (3) Given the reactants [Si:1]([O:8][CH2:9][CH2:10][N:11]1[CH2:17][CH2:16][CH2:15][N:14](C(OCC2C=CC=CC=2)=O)[CH2:13][CH2:12]1)([C:4]([CH3:7])([CH3:6])[CH3:5])([CH3:3])[CH3:2], predict the reaction product. The product is: [Si:1]([O:8][CH2:9][CH2:10][N:11]1[CH2:17][CH2:16][CH2:15][NH:14][CH2:13][CH2:12]1)([C:4]([CH3:7])([CH3:5])[CH3:6])([CH3:3])[CH3:2]. (4) Given the reactants [N+:1]([C:4]1[CH:9]=[C:8]([NH2:10])[CH:7]=[CH:6][C:5]=1[NH2:11])([O-])=O.[Na+].[CH2:13]([N:15]([CH2:20][CH3:21])[CH2:16][C:17]([O-])=[O:18])[CH3:14].CCOP(ON1N=NC2C=CC=CC=2C1=O)(OCC)=O.C(N(CC)CC)C, predict the reaction product. The product is: [NH2:1][C:4]1[CH:9]=[C:8]([NH:10][C:17](=[O:18])[CH2:16][N:15]([CH2:20][CH3:21])[CH2:13][CH3:14])[CH:7]=[CH:6][C:5]=1[NH2:11]. (5) Given the reactants N1[C:9]2[C:4](=[CH:5][C:6]([C:10]([O:12][CH3:13])=[O:11])=[CH:7][CH:8]=2)C=C1.[O-]S([C:18]([F:21])(F)F)(=O)=O.F[N+:23]1C(C)=CC(C)=C[C:24]=1C, predict the reaction product. The product is: [F:21][C:18]1[C:9]2[C:4](=[CH:5][C:6]([C:10]([O:12][CH3:13])=[O:11])=[CH:7][CH:8]=2)[NH:23][CH:24]=1. (6) Given the reactants [H-].[H-].[H-].[H-].[Li+].[Al+3].[OH:7][C:8]1[CH:9]=[C:10]2[C:14](=[CH:15][CH:16]=1)[C:13](=[O:17])[C:12]1([CH2:25][C:24]3[C:19](=[CH:20][CH:21]=[C:22]([OH:26])[CH:23]=3)[CH2:18]1)[CH:11]2[CH3:27], predict the reaction product. The product is: [OH:17][CH:13]1[C:14]2[C:10](=[CH:9][C:8]([OH:7])=[CH:16][CH:15]=2)[CH:11]([CH3:27])[C:12]21[CH2:25][C:24]1[C:19](=[CH:20][CH:21]=[C:22]([OH:26])[CH:23]=1)[CH2:18]2. (7) Given the reactants C(N(CC)CC)C.[C:16](O[C:16]([O:18][C:19]([CH3:22])([CH3:21])[CH3:20])=[O:17])([O:18][C:19]([CH3:22])([CH3:21])[CH3:20])=[O:17].[NH2:23][C:24]1[CH:25]=[C:26]([NH:30][CH:31]2[CH2:36][CH2:35][N:34]([CH2:37][C:38]3[CH:43]=[CH:42][CH:41]=[CH:40][CH:39]=3)[CH2:33][CH2:32]2)[CH:27]=[CH:28][CH:29]=1.C(=O)([O-])O.[Na+], predict the reaction product. The product is: [CH2:37]([N:34]1[CH2:33][CH2:32][CH:31]([NH:30][C:26]2[CH:27]=[CH:28][CH:29]=[C:24]([NH:23][C:16]([O:18][C:19]([CH3:20])([CH3:21])[CH3:22])=[O:17])[CH:25]=2)[CH2:36][CH2:35]1)[C:38]1[CH:39]=[CH:40][CH:41]=[CH:42][CH:43]=1.